This data is from Catalyst prediction with 721,799 reactions and 888 catalyst types from USPTO. The task is: Predict which catalyst facilitates the given reaction. (1) Reactant: [CH3:1][OH:2].C[O-].[Na+].Cl[C:7]1[N:16]=[CH:15][CH:14]=[C:13]2[C:8]=1[CH:9]=[C:10]([C:28]1[CH:33]=[CH:32][CH:31]=[CH:30][CH:29]=1)[C:11]([C:17]1[CH:22]=[CH:21][C:20]([CH:23]3[O:27][CH2:26][CH2:25][O:24]3)=[CH:19][CH:18]=1)=[N:12]2. Product: [O:27]1[CH2:26][CH2:25][O:24][CH:23]1[C:20]1[CH:19]=[CH:18][C:17]([C:11]2[C:10]([C:28]3[CH:33]=[CH:32][CH:31]=[CH:30][CH:29]=3)=[CH:9][C:8]3[C:13](=[CH:14][CH:15]=[N:16][C:7]=3[O:2][CH3:1])[N:12]=2)=[CH:22][CH:21]=1. The catalyst class is: 6. (2) Reactant: [F:1][C:2]([F:51])([F:50])[C:3]1[CH:4]=[C:5]([C@H:13]2[O:17][C:16](=[O:18])[N:15]([CH2:19][C:20]3[CH:25]=[C:24]([C:26]([F:29])([F:28])[F:27])[CH:23]=[C:22]([I:30])[C:21]=3[C:31]3[CH:32]=[C:33]([C:38]4[CH:43]=[CH:42][C:41]([C:44]([O:46]C)=[O:45])=[CH:40][C:39]=4[CH3:48])[CH:34]=[CH:35][C:36]=3[Cl:37])[C@H:14]2[CH3:49])[CH:6]=[C:7]([C:9]([F:12])([F:11])[F:10])[CH:8]=1.O[Li].O.CCOC(C)=O.CCCCCC. Product: [F:51][C:2]([F:1])([F:50])[C:3]1[CH:4]=[C:5]([C@H:13]2[O:17][C:16](=[O:18])[N:15]([CH2:19][C:20]3[CH:25]=[C:24]([C:26]([F:27])([F:28])[F:29])[CH:23]=[C:22]([I:30])[C:21]=3[C:31]3[CH:32]=[C:33]([C:38]4[CH:43]=[CH:42][C:41]([C:44]([OH:46])=[O:45])=[CH:40][C:39]=4[CH3:48])[CH:34]=[CH:35][C:36]=3[Cl:37])[C@H:14]2[CH3:49])[CH:6]=[C:7]([C:9]([F:12])([F:11])[F:10])[CH:8]=1. The catalyst class is: 12.